This data is from Catalyst prediction with 721,799 reactions and 888 catalyst types from USPTO. The task is: Predict which catalyst facilitates the given reaction. (1) Reactant: [CH3:1][C:2]([C:5]1[CH:10]=[CH:9][C:8]([C:11]2[C:19]3[C:14](=[CH:15][CH:16]=[CH:17][CH:18]=3)[N:13]([CH2:20][C:21]3[CH:26]=[C:25]([O:27][CH2:28][C:29]4[CH:34]=[CH:33][CH:32]=[CH:31][CH:30]=4)[CH:24]=[C:23]([O:35][CH2:36][CH2:37][O:38][CH3:39])[CH:22]=3)[C:12]=2[C:40]([O:42]CC)=[O:41])=[CH:7][CH:6]=1)([CH3:4])[CH3:3].O.[OH-].[Na+].CCOC(C)=O. Product: [CH3:4][C:2]([C:5]1[CH:6]=[CH:7][C:8]([C:11]2[C:19]3[C:14](=[CH:15][CH:16]=[CH:17][CH:18]=3)[N:13]([CH2:20][C:21]3[CH:26]=[C:25]([O:27][CH2:28][C:29]4[CH:34]=[CH:33][CH:32]=[CH:31][CH:30]=4)[CH:24]=[C:23]([O:35][CH2:36][CH2:37][O:38][CH3:39])[CH:22]=3)[C:12]=2[C:40]([OH:42])=[O:41])=[CH:9][CH:10]=1)([CH3:1])[CH3:3]. The catalyst class is: 301. (2) Reactant: [C:1]([S@:5]([N:7]=[C:8]([C:10]1[N:11]=[CH:12][C:13]2[N:18](C(OCC)=O)[CH:17]=[CH:16][C:14]=2[N:15]=1)[CH3:9])=[O:6])([CH3:4])([CH3:3])[CH3:2].CCC(C)[BH-](C(C)CC)C(C)CC.[Li+]. Product: [N:15]1[C:14]2[CH:16]=[CH:17][NH:18][C:13]=2[CH:12]=[N:11][C:10]=1[CH:8]([NH:7][S@@:5]([C:1]([CH3:2])([CH3:4])[CH3:3])=[O:6])[CH3:9]. The catalyst class is: 1. (3) The catalyst class is: 166. Reactant: [Cl:1][C:2]1[CH:3]=[C:4]([C:13]2[C:21]([CH3:22])=[CH:20][C:16]([C:17]([OH:19])=O)=[C:15]([F:23])[CH:14]=2)[CH:5]=[N:6][C:7]=1[O:8][CH:9]1[CH2:12][CH2:11][CH2:10]1.[CH:24]1([S:27]([NH2:30])(=[O:29])=[O:28])[CH2:26][CH2:25]1.Cl.CN(C)CCCN=C=NCC. Product: [Cl:1][C:2]1[CH:3]=[C:4]([C:13]2[C:21]([CH3:22])=[CH:20][C:16]([C:17]([NH:30][S:27]([CH:24]3[CH2:26][CH2:25]3)(=[O:29])=[O:28])=[O:19])=[C:15]([F:23])[CH:14]=2)[CH:5]=[N:6][C:7]=1[O:8][CH:9]1[CH2:10][CH2:11][CH2:12]1. (4) Reactant: Cl.[NH2:2][CH2:3][CH2:4][S:5]([NH2:8])(=[O:7])=[O:6].C(Cl)CCl.C1C=CC2N(O)N=NC=2C=1.[C:23]([OH:31])(=O)[C:24]1[CH:29]=[CH:28][CH:27]=[CH:26][CH:25]=1.[Cl:32][C:33]1[C:54]([CH3:55])=[CH:53][C:36]([O:37][CH2:38][CH2:39][CH2:40][C:41]2[C:49]3[C:44](=[CH:45][CH:46]=[CH:47][CH:48]=3)[NH:43][C:42]=2[C:50](O)=[O:51])=[CH:35][C:34]=1[CH3:56]. Product: [C:23]([NH:2][CH2:3][CH2:4][S:5]([NH:8][C:50]([C:42]1[NH:43][C:44]2[C:49]([C:41]=1[CH2:40][CH2:39][CH2:38][O:37][C:36]1[CH:53]=[C:54]([CH3:55])[C:33]([Cl:32])=[C:34]([CH3:56])[CH:35]=1)=[CH:48][CH:47]=[CH:46][CH:45]=2)=[O:51])(=[O:7])=[O:6])(=[O:31])[C:24]1[CH:25]=[CH:26][CH:27]=[CH:28][CH:29]=1. The catalyst class is: 79. (5) Reactant: [O:1]1[C:5]2[CH:6]=[CH:7][CH:8]=[CH:9][C:4]=2[CH:3]=[C:2]1[C:10]1[N:14]2[N:15]=[C:16](Cl)[CH:17]=[CH:18][C:13]2=[N:12][CH:11]=1.[NH2:20][CH2:21][CH:22]([OH:27])[C:23]([CH3:26])([CH3:25])[CH3:24]. Product: [O:1]1[C:5]2[CH:6]=[CH:7][CH:8]=[CH:9][C:4]=2[CH:3]=[C:2]1[C:10]1[N:14]2[N:15]=[C:16]([NH:20][CH2:21][CH:22]([OH:27])[C:23]([CH3:26])([CH3:25])[CH3:24])[CH:17]=[CH:18][C:13]2=[N:12][CH:11]=1. The catalyst class is: 51. (6) Reactant: [CH3:1][O:2][C:3]1[CH:11]=[C:10]2[C:6]([CH:7]=[CH:8][N:9]2[S:12]([C:15]2[CH:20]=[CH:19][CH:18]=[CH:17][CH:16]=2)(=[O:14])=[O:13])=[C:5]2[CH2:21][N:22](C)[CH2:23][CH2:24][O:25][C:4]=12.CN(C)C1C2C(=CC=CC=2N(C)C)C=CC=1.ClC(OC(Cl)C)=O. Product: [CH3:1][O:2][C:3]1[CH:11]=[C:10]2[C:6]([CH:7]=[CH:8][N:9]2[S:12]([C:15]2[CH:16]=[CH:17][CH:18]=[CH:19][CH:20]=2)(=[O:14])=[O:13])=[C:5]2[CH2:21][NH:22][CH2:23][CH2:24][O:25][C:4]=12. The catalyst class is: 2. (7) The catalyst class is: 1. Product: [Cl:35][C:32]([Cl:33])([Cl:34])[C:31]([N:28]1[CH2:29][CH2:30][N:25]([C:16]2[CH:17]=[C:18]([S:21]([N:7]3[C:8]4[C:4](=[CH:3][C:2]([Br:1])=[CH:10][CH:9]=4)[CH:5]=[CH:6]3)(=[O:22])=[O:23])[CH:19]=[CH:20][C:15]=2[O:14][CH3:13])[CH2:26][CH2:27]1)=[O:36]. Reactant: [Br:1][C:2]1[CH:3]=[C:4]2[C:8](=[CH:9][CH:10]=1)[NH:7][CH:6]=[CH:5]2.[H-].[Na+].[CH3:13][O:14][C:15]1[CH:20]=[CH:19][C:18]([S:21](Cl)(=[O:23])=[O:22])=[CH:17][C:16]=1[N:25]1[CH2:30][CH2:29][N:28]([C:31](=[O:36])[C:32]([Cl:35])([Cl:34])[Cl:33])[CH2:27][CH2:26]1.